Dataset: Forward reaction prediction with 1.9M reactions from USPTO patents (1976-2016). Task: Predict the product of the given reaction. (1) Given the reactants Cl[C:2]1[C:3]2[C:4](=[CH:13][N:14](CC3C=CC(OC)=CC=3)[N:15]=2)[N:5]=[C:6]([C:8]2[S:9][CH:10]=[CH:11][CH:12]=2)[N:7]=1.[F:25][C:26]1[CH:27]=[C:28]([CH:30]=[CH:31][C:32]=1[N:33]1[CH2:38][CH2:37][O:36][CH2:35][CH2:34]1)[NH2:29].Cl, predict the reaction product. The product is: [F:25][C:26]1[CH:27]=[C:28]([NH:29][C:2]2[C:3]3[NH:15][N:14]=[CH:13][C:4]=3[N:5]=[C:6]([C:8]3[S:9][CH:10]=[CH:11][CH:12]=3)[N:7]=2)[CH:30]=[CH:31][C:32]=1[N:33]1[CH2:34][CH2:35][O:36][CH2:37][CH2:38]1. (2) The product is: [F:22][C:23]1[CH:24]=[C:25]([C:30]2[S:34][C:33]([CH3:35])=[N:32][C:31]=2[C:36]([N:3]2[CH2:4][C@H:5]3[C@H:1]([CH2:8][CH2:7][CH2:6]3)[C@H:2]2[CH2:9][NH:10][C:11]([C:13]2[N:20]3[C:16]([S:17][CH:18]=[CH:19]3)=[N:15][C:14]=2[CH3:21])=[O:12])=[O:37])[CH:26]=[CH:27][C:28]=1[F:29]. Given the reactants [C@H:1]12[CH2:8][CH2:7][CH2:6][C@H:5]1[CH2:4][NH:3][C@@H:2]2[CH2:9][NH:10][C:11]([C:13]1[N:20]2[C:16]([S:17][CH:18]=[CH:19]2)=[N:15][C:14]=1[CH3:21])=[O:12].[F:22][C:23]1[CH:24]=[C:25]([C:30]2[S:34][C:33]([CH3:35])=[N:32][C:31]=2[C:36](O)=[O:37])[CH:26]=[CH:27][C:28]=1[F:29], predict the reaction product. (3) Given the reactants [CH:1]([C:3]1[CH:4]=[C:5]2[C:9](=[CH:10][CH:11]=1)[NH:8][CH:7]=[CH:6]2)=O.[C:12]([O:16][C:17]([O:19]C(OC(C)(C)C)=O)=O)([CH3:15])([CH3:14])[CH3:13].[CH3:27][NH:28][CH3:29].C(O)(=O)C.C(O[BH-](OC(=O)C)OC(=O)C)(=O)C.[Na+], predict the reaction product. The product is: [CH3:27][N:28]([CH2:1][C:3]1[CH:4]=[C:5]2[C:9](=[CH:10][CH:11]=1)[N:8]([C:17]([O:16][C:12]([CH3:15])([CH3:14])[CH3:13])=[O:19])[CH:7]=[CH:6]2)[CH3:29]. (4) Given the reactants [F:1][C:2]1[CH:3]=[C:4]2[C:9](=[CH:10][CH:11]=1)[C:8]([N:12]1[CH2:17][CH2:16][NH:15][C@H:14]([CH3:18])[CH2:13]1)=[CH:7][CH:6]=[C:5]2[I:19].C(N(CC)CC)C.Cl[C:28]([O:30][CH2:31][C:32]1[CH:37]=[CH:36][CH:35]=[CH:34][CH:33]=1)=[O:29], predict the reaction product. The product is: [F:1][C:2]1[CH:3]=[C:4]2[C:9](=[CH:10][CH:11]=1)[C:8]([N:12]1[CH2:17][CH2:16][N:15]([C:28]([O:30][CH2:31][C:32]3[CH:37]=[CH:36][CH:35]=[CH:34][CH:33]=3)=[O:29])[C@H:14]([CH3:18])[CH2:13]1)=[CH:7][CH:6]=[C:5]2[I:19]. (5) The product is: [C:20]1([C:2]2[CH:3]=[CH:4][CH:5]=[C:6]3[C:10]=2[NH:9][C:8]([B:11]2[O:15][C:14]([CH3:17])([CH3:16])[C:13]([CH3:19])([CH3:18])[O:12]2)=[CH:7]3)[CH:25]=[CH:24][CH:23]=[CH:22][CH:21]=1. Given the reactants Cl[C:2]1[CH:3]=[CH:4][CH:5]=[C:6]2[C:10]=1[NH:9][C:8]([B:11]1[O:15][C:14]([CH3:17])([CH3:16])[C:13]([CH3:19])([CH3:18])[O:12]1)=[CH:7]2.[C:20]1([C:20]2[CH:25]=[CH:24][CH:23]=[C:22]3[C:21]=2NC=C3)[CH:25]=[CH:24][CH:23]=[CH:22][CH:21]=1, predict the reaction product. (6) Given the reactants C1CN([P+](ON2N=NC3C=CC=CC2=3)(N2CCCC2)N2CCCC2)CC1.F[P-](F)(F)(F)(F)F.[CH3:34][N:35]([CH2:43][C:44]1[CH:45]=[C:46]2[C:51](=[CH:52][CH:53]=1)[CH:50]=[C:49]([C:54]([OH:56])=O)[CH:48]=[CH:47]2)[S:36]([C:39]([F:42])([F:41])[F:40])(=[O:38])=[O:37].C([O:59][C:60](=[O:68])[C:61]1[CH:66]=[CH:65][CH:64]=[C:63]([NH2:67])[CH:62]=1)C.[OH-].[Na+], predict the reaction product. The product is: [CH3:34][N:35]([CH2:43][C:44]1[CH:45]=[C:46]2[C:51](=[CH:52][CH:53]=1)[CH:50]=[C:49]([C:54]([NH:67][C:63]1[CH:62]=[C:61]([CH:66]=[CH:65][CH:64]=1)[C:60]([OH:68])=[O:59])=[O:56])[CH:48]=[CH:47]2)[S:36]([C:39]([F:41])([F:40])[F:42])(=[O:38])=[O:37]. (7) Given the reactants Br[CH2:2][C:3]1[CH:11]=[CH:10][C:6]2[N:7]=[CH:8][S:9][C:5]=2[CH:4]=1.S1C2C=C([CH2:21][OH:22])C=CC=2N=C1.P(Br)(Br)Br.C([O:29]CC)C, predict the reaction product. The product is: [CH3:21][O:22][C:2]([C:3]1[CH:11]=[CH:10][C:6]2[N:7]=[CH:8][S:9][C:5]=2[CH:4]=1)=[O:29]. (8) Given the reactants [CH3:1][N:2]([CH3:34])[C@H:3]1[CH2:8][CH2:7][C@H:6]([N:9]([CH2:31][CH2:32][CH3:33])[C:10]2[C:11]([CH3:30])=[C:12]([C:27](O)=[O:28])[CH:13]=[C:14]([C:16]3[CH:21]=[CH:20][C:19]([O:22][CH2:23][CH2:24][O:25][CH3:26])=[CH:18][CH:17]=3)[CH:15]=2)[CH2:5][CH2:4]1.CN(C(ON1N=NC2C=CC=CC1=2)=[N+](C)C)C.[B-](F)(F)(F)F.CCN(C(C)C)C(C)C.Cl.[NH2:67][CH2:68][C:69]1[C:70](=[O:76])[NH:71][N:72]([CH3:75])[C:73]=1[CH3:74], predict the reaction product. The product is: [CH3:75][N:72]1[C:73]([CH3:74])=[C:69]([CH2:68][NH:67][C:27]([C:12]2[CH:13]=[C:14]([C:16]3[CH:17]=[CH:18][C:19]([O:22][CH2:23][CH2:24][O:25][CH3:26])=[CH:20][CH:21]=3)[CH:15]=[C:10]([N:9]([C@H:6]3[CH2:7][CH2:8][C@H:3]([N:2]([CH3:34])[CH3:1])[CH2:4][CH2:5]3)[CH2:31][CH2:32][CH3:33])[C:11]=2[CH3:30])=[O:28])[C:70](=[O:76])[NH:71]1. (9) Given the reactants Br[CH2:2][CH:3]1[O:8][C:7]2[CH:9]=[CH:10][CH:11]=[CH:12][C:6]=2[O:5][CH2:4]1.[NH:13]1[CH2:18][CH2:17][CH2:16][CH:15]([C:19]2[CH:24]=[CH:23][C:22]([OH:25])=[CH:21][CH:20]=2)[CH2:14]1.Br, predict the reaction product. The product is: [O:8]1[C:7]2[CH:9]=[CH:10][CH:11]=[CH:12][C:6]=2[O:5][CH2:4][CH:3]1[CH2:2][N:13]1[CH2:18][CH2:17][CH2:16][CH:15]([C:19]2[CH:20]=[CH:21][C:22]([OH:25])=[CH:23][CH:24]=2)[CH2:14]1. (10) Given the reactants [C:1]([OH:4])(=O)[CH3:2].C1(N=C=NC2CCCCC2)CCCCC1.[NH2:20][CH2:21]/[CH:22]=[CH:23]/[C:24]1[CH:25]=[C:26]2[C:31](=[CH:32][CH:33]=1)[N:30]=[CH:29][N:28]=[C:27]2[NH:34][C:35]1[CH:40]=[CH:39][C:38]([O:41][C:42]2[CH:43]=[N:44][C:45]([CH3:48])=[CH:46][CH:47]=2)=[C:37]([Cl:49])[CH:36]=1, predict the reaction product. The product is: [Cl:49][C:37]1[CH:36]=[C:35]([NH:34][C:27]2[C:26]3[C:31](=[CH:32][CH:33]=[C:24](/[CH:23]=[CH:22]/[CH2:21][NH:20][C:1](=[O:4])[CH3:2])[CH:25]=3)[N:30]=[CH:29][N:28]=2)[CH:40]=[CH:39][C:38]=1[O:41][C:42]1[CH:43]=[N:44][C:45]([CH3:48])=[CH:46][CH:47]=1.